From a dataset of Forward reaction prediction with 1.9M reactions from USPTO patents (1976-2016). Predict the product of the given reaction. (1) Given the reactants Cl.[N:2]1[CH:7]=[CH:6][CH:5]=[C:4]([NH2:8])[N:3]=1.[CH3:9][C:10]([O:13][C:14](O[C:14]([O:13][C:10]([CH3:12])([CH3:11])[CH3:9])=[O:15])=[O:15])([CH3:12])[CH3:11].O, predict the reaction product. The product is: [N:2]1[CH:7]=[CH:6][CH:5]=[C:4]([NH:8][C:14](=[O:15])[O:13][C:10]([CH3:12])([CH3:11])[CH3:9])[N:3]=1. (2) Given the reactants [C:1]([OH:10])(=[O:9])[C:2]1[C:3](=[CH:5][CH:6]=[CH:7][CH:8]=1)[NH2:4].[C:11]([C:15]1[CH:23]=[CH:22][C:18](C(Cl)=O)=[CH:17][CH:16]=1)([CH3:14])([CH3:13])[CH3:12].Cl.N1C=CC=C[CH:26]=1, predict the reaction product. The product is: [C:11]([C:15]1[CH:16]=[CH:17][CH:18]=[CH:22][C:23]=1[C:26]1[O:9][C:1](=[O:10])[C:2]2[CH:8]=[CH:7][CH:6]=[CH:5][C:3]=2[N:4]=1)([CH3:12])([CH3:13])[CH3:14]. (3) Given the reactants [Cl:1][C:2]1[CH:7]=[CH:6][C:5]([C:8]2[C:12]([CH2:13][O:14][C:15]3[CH:23]=[CH:22][C:18]([C:19]([OH:21])=O)=[CH:17][N:16]=3)=[C:11]([CH3:24])[O:10][N:9]=2)=[CH:4][CH:3]=1.[CH3:25][N:26]1[CH:30]=[C:29]([NH2:31])[CH:28]=[N:27]1, predict the reaction product. The product is: [Cl:1][C:2]1[CH:3]=[CH:4][C:5]([C:8]2[C:12]([CH2:13][O:14][C:15]3[CH:23]=[CH:22][C:18]([C:19]([NH:31][C:29]4[CH:28]=[N:27][N:26]([CH3:25])[CH:30]=4)=[O:21])=[CH:17][N:16]=3)=[C:11]([CH3:24])[O:10][N:9]=2)=[CH:6][CH:7]=1.